Dataset: Forward reaction prediction with 1.9M reactions from USPTO patents (1976-2016). Task: Predict the product of the given reaction. (1) Given the reactants [Cl:1][C:2]1[CH:3]=[C:4]([F:30])[C:5]([C:24]2[N:28]=[C:27]([CH3:29])[O:26][N:25]=2)=[C:6]([C:8]2[CH:9]=[N:10][C:11]3[CH:12]([NH:17][C:18]([C:20]4([NH2:23])[CH2:22][CH2:21]4)=[O:19])[CH2:13][CH2:14][C:15]=3[CH:16]=2)[CH:7]=1.[O:31]1[C:35]([C:36](O)=[O:37])=[CH:34][CH:33]=[N:32]1, predict the reaction product. The product is: [Cl:1][C:2]1[CH:3]=[C:4]([F:30])[C:5]([C:24]2[N:28]=[C:27]([CH3:29])[O:26][N:25]=2)=[C:6]([C:8]2[CH:9]=[N:10][C:11]3[CH:12]([NH:17][C:18]([C:20]4([NH:23][C:36]([C:35]5[O:31][N:32]=[CH:33][CH:34]=5)=[O:37])[CH2:22][CH2:21]4)=[O:19])[CH2:13][CH2:14][C:15]=3[CH:16]=2)[CH:7]=1. (2) Given the reactants [CH:1]1([NH:4][C:5]([C:7]2[S:11][C:10]([N:12]3[CH2:19][C:18]4[CH2:17][NH:16][CH2:15][C:14]=4[CH2:13]3)=[N:9][CH:8]=2)=[O:6])[CH2:3][CH2:2]1.F[C:21](F)(F)C([O-])=O.[F:27][C:28]([F:39])([F:38])[C:29]1[CH:37]=[CH:36][CH:35]=[CH:34][C:30]=1[C:31](Cl)=[O:32], predict the reaction product. The product is: [CH:3]1([CH2:1][NH:4][C:5]([C:7]2[S:11][C:10]([N:12]3[CH2:13][C:14]4[CH2:15][N:16]([C:31](=[O:32])[C:30]5[CH:34]=[CH:35][CH:36]=[CH:37][C:29]=5[C:28]([F:39])([F:38])[F:27])[CH2:17][C:18]=4[CH2:19]3)=[N:9][CH:8]=2)=[O:6])[CH2:2][CH2:21]1. (3) The product is: [CH3:1][O:2][C:3](=[O:13])[C:4]1[CH:9]=[CH:8][C:7]([C:10](=[N:24][OH:25])[CH3:11])=[CH:6][CH:5]=1. Given the reactants [CH3:1][O:2][C:3](=[O:13])[C:4]1[CH:9]=[CH:8][C:7]([C:10](=O)[CH3:11])=[CH:6][CH:5]=1.CCN(C(C)C)C(C)C.Cl.[NH2:24][OH:25], predict the reaction product. (4) Given the reactants FC(F)(F)S(O[C:7]1[CH:12]=[CH:11][C:10]([CH:13]=[O:14])=[CH:9][C:8]=1[O:15][CH2:16][CH3:17])(=O)=O.[CH2:20]([O:22][C:23]1[CH:28]=[C:27]([F:29])[CH:26]=[CH:25][C:24]=1B(O)O)[CH3:21], predict the reaction product. The product is: [CH2:16]([O:15][C:8]1[CH:9]=[C:10]([CH:13]=[O:14])[CH:11]=[CH:12][C:7]=1[C:24]1[CH:25]=[CH:26][C:27]([F:29])=[CH:28][C:23]=1[O:22][CH2:20][CH3:21])[CH3:17]. (5) Given the reactants C(N(CC)CC)C.[CH2:8]([OH:11])[C:9]#[CH:10].[NH2:12][C:13]1[N:22]=[C:21]([C:23]([N:25]2[CH2:33][C:32]3[C:27](=[CH:28][CH:29]=[CH:30][CH:31]=3)[CH2:26]2)=[O:24])[C:20]2[C:15](=[CH:16][CH:17]=[C:18](I)[CH:19]=2)[N:14]=1.C(Cl)Cl, predict the reaction product. The product is: [NH2:12][C:13]1[N:22]=[C:21]([C:23]([N:25]2[CH2:33][C:32]3[C:27](=[CH:28][CH:29]=[CH:30][CH:31]=3)[CH2:26]2)=[O:24])[C:20]2[C:15](=[CH:16][CH:17]=[C:18]([C:10]#[C:9][CH2:8][OH:11])[CH:19]=2)[N:14]=1. (6) The product is: [F:1][C:2]1[CH:3]=[CH:4][C:5]([C:6]2[O:8][N:24]=[C:25]([C:26]3[CH:31]=[CH:30][C:29]([C:32]4[NH:36][C:35]5[CH:37]=[CH:38][C:39]([O:41][CH3:42])=[CH:40][C:34]=5[N:33]=4)=[CH:28][CH:27]=3)[N:43]=2)=[CH:9][CH:10]=1. Given the reactants [F:1][C:2]1[CH:10]=[CH:9][C:5]([C:6]([OH:8])=O)=[CH:4][CH:3]=1.C(C1NC=CN=1)(C1NC=CN=1)=O.O/[N:24]=[C:25](\[NH2:43])/[C:26]1[CH:31]=[CH:30][C:29]([C:32]2[NH:36][C:35]3[CH:37]=[CH:38][C:39]([O:41][CH3:42])=[CH:40][C:34]=3[N:33]=2)=[CH:28][CH:27]=1, predict the reaction product. (7) The product is: [Br:25][C:26]1[CH:27]=[C:28]([C:6]2[CH:11]=[CH:10][CH:9]=[CH:8][C:7]=2[N:12]2[CH:16]=[N:15][CH:14]=[N:13]2)[CH:29]=[CH:30][CH:31]=1. Given the reactants C([Sn](CCCC)(CCCC)[C:6]1[CH:11]=[CH:10][CH:9]=[CH:8][C:7]=1[N:12]1[CH:16]=[N:15][CH:14]=[N:13]1)CCC.[Br:25][C:26]1[CH:31]=[CH:30][CH:29]=[C:28](Br)[CH:27]=1.[Cl-].[Li+].O, predict the reaction product. (8) Given the reactants [F:1][C:2]([F:25])([F:24])[O:3][C:4]1[CH:9]=[CH:8][C:7]([N:10]2[C:14]3[CH:15]=[CH:16][C:17]([C:19]([F:22])([F:21])[F:20])=[CH:18][C:13]=3[NH:12][C:11]2=[O:23])=[CH:6][CH:5]=1.Br[CH2:27][C:28]1[CH:29]=[C:30]([CH:58]=[CH:59][CH:60]=1)[CH2:31][CH:32]1[O:36][C:35](=[O:37])[N:34](C(C2C=CC=CC=2)(C2C=CC=CC=2)C2C=CC=CC=2)[C:33]1=[O:57].C([O-])([O-])=O.[Cs+].[Cs+], predict the reaction product. The product is: [O:23]=[C:11]1[N:12]([CH2:27][C:28]2[CH:29]=[C:30]([CH:58]=[CH:59][CH:60]=2)[CH2:31][CH:32]2[O:36][C:35](=[O:37])[NH:34][C:33]2=[O:57])[C:13]2[CH:18]=[C:17]([C:19]([F:20])([F:21])[F:22])[CH:16]=[CH:15][C:14]=2[N:10]1[C:7]1[CH:8]=[CH:9][C:4]([O:3][C:2]([F:1])([F:24])[F:25])=[CH:5][CH:6]=1.